Dataset: Full USPTO retrosynthesis dataset with 1.9M reactions from patents (1976-2016). Task: Predict the reactants needed to synthesize the given product. Given the product [CH3:31][O:30][C:26]([CH:27]1[CH2:28][CH2:10][N:9]([C:17](=[O:24])[C:18]2[CH:23]=[CH:22][CH:21]=[CH:20][CH:19]=2)[CH:8]1[C:7]1[CH:15]=[CH:16][C:4]([N+:1]([O-:3])=[O:2])=[CH:5][CH:6]=1)=[O:29], predict the reactants needed to synthesize it. The reactants are: [N+:1]([C:4]1[CH:16]=[CH:15][C:7]([CH:8]=[N:9][CH2:10][Si](C)(C)C)=[CH:6][CH:5]=1)([O-:3])=[O:2].[C:17](Cl)(=[O:24])[C:18]1[CH:23]=[CH:22][CH:21]=[CH:20][CH:19]=1.[C:26]([O:30][CH3:31])(=[O:29])[CH:27]=[CH2:28].